This data is from Reaction yield outcomes from USPTO patents with 853,638 reactions. The task is: Predict the reaction yield, written as a fraction of the theoretical maximum amount of product (1.0 means a 100% yield; for example, 0.34 means a 34% yield). (1) The reactants are [O:1]=[C:2]1[C:10]2[N:9]([CH2:11][C:12]3[CH:17]=[C:16]([O:18][CH3:19])[C:15]([O:20][CH3:21])=[C:14]([O:22][CH3:23])[CH:13]=3)[CH:8]=[C:7]([C:24]3[CH:31]=[CH:30][C:27]([C:28]#[N:29])=[CH:26][CH:25]=3)[C:6]=2[CH2:5][CH2:4][CH2:3]1.C([OH:34])C.OO.[OH-].[Na+]. The catalyst is CS(C)=O. The product is [O:1]=[C:2]1[C:10]2[N:9]([CH2:11][C:12]3[CH:17]=[C:16]([O:18][CH3:19])[C:15]([O:20][CH3:21])=[C:14]([O:22][CH3:23])[CH:13]=3)[CH:8]=[C:7]([C:24]3[CH:31]=[CH:30][C:27]([C:28]([NH2:29])=[O:34])=[CH:26][CH:25]=3)[C:6]=2[CH2:5][CH2:4][CH2:3]1. The yield is 0.980. (2) The yield is 0.680. The product is [OH:13][C:14]([CH3:34])([CH3:33])[CH2:15][O:16][C:17]1[CH:22]=[CH:21][C:20]([N:23]2[CH:28]=[CH:27][N:26]=[C:25]([S:85][CH2:84][CH2:83][C:78]3[CH:79]=[CH:80][CH:81]=[CH:82][N:77]=3)[C:24]2=[O:30])=[CH:19][C:18]=1[O:31][CH3:32]. The reactants are COC1C=C([N+]([O-])=O)C=CC=1O.[OH:13][C:14]([CH3:34])([CH3:33])[CH2:15][O:16][C:17]1[CH:22]=[CH:21][C:20]([N:23]2[CH:28]=[CH:27][NH:26][C:25](=O)[C:24]2=[O:30])=[CH:19][C:18]=1[O:31][CH3:32].C(N(C(C)C)C(C)C)C.C1CN([P+](ON2N=NC3C=CC=CC2=3)(N2CCCC2)N2CCCC2)CC1.F[P-](F)(F)(F)(F)F.[N:77]1[CH:82]=[CH:81][CH:80]=[CH:79][C:78]=1[CH2:83][CH2:84][SH:85]. The catalyst is CN(C=O)C.